Predict which catalyst facilitates the given reaction. From a dataset of Catalyst prediction with 721,799 reactions and 888 catalyst types from USPTO. (1) Reactant: [CH3:1][O:2][C:3]([C:5]1[N:6]=[C:7]([NH:10][C:11](=[O:36])[C@@H:12]([NH:21][C:22](=[O:35])[C@@H:23]([C:25]2[CH:30]=[CH:29][C:28]([NH:31][C:32](=[O:34])[CH3:33])=[CH:27][CH:26]=2)[NH2:24])[C@H:13]([C:15]2[CH:20]=[CH:19][CH:18]=[CH:17][CH:16]=2)[CH3:14])[S:8][CH:9]=1)=[O:4].[O:37]=[C:38](Cl)OC(Cl)(Cl)Cl. Product: [CH3:1][O:2][C:3]([C:5]1[N:6]=[C:7]([NH:10][C:11](=[O:36])[C@@H:12]([N:21]2[C:22](=[O:35])[C@@H:23]([C:25]3[CH:30]=[CH:29][C:28]([NH:31][C:32](=[O:34])[CH3:33])=[CH:27][CH:26]=3)[NH:24][C:38]2=[O:37])[C@H:13]([C:15]2[CH:16]=[CH:17][CH:18]=[CH:19][CH:20]=2)[CH3:14])[S:8][CH:9]=1)=[O:4]. The catalyst class is: 96. (2) Reactant: [CH3:1][N:2]1[C:7](=[O:8])[C:6]2=[CH:9][NH:10][N:11]=[C:5]2[N:4]([CH2:12][C:13]([CH3:16])([CH3:15])[CH3:14])[C:3]1=[O:17].Br[CH2:19][C:20]1[CH:25]=[CH:24][C:23]([S:26]([NH2:29])(=[O:28])=[O:27])=[CH:22][CH:21]=1.C(=O)([O-])[O-].[K+].[K+]. Product: [CH3:1][N:2]1[C:7](=[O:8])[C:6]2=[CH:9][N:10]([CH2:19][C:20]3[CH:21]=[CH:22][C:23]([S:26]([NH2:29])(=[O:28])=[O:27])=[CH:24][CH:25]=3)[N:11]=[C:5]2[N:4]([CH2:12][C:13]([CH3:14])([CH3:16])[CH3:15])[C:3]1=[O:17]. The catalyst class is: 18. (3) Reactant: [CH:1]([O:4][NH2:5])([CH3:3])[CH3:2].CCN(CC)CC.Cl[C:14]([O:16][C:17]1[CH:22]=[CH:21][C:20]([N+:23]([O-:25])=[O:24])=[CH:19][CH:18]=1)=[O:15]. Product: [N+:23]([C:20]1[CH:21]=[CH:22][C:17]([O:16][C:14]([NH:5][O:4][CH:1]([CH3:3])[CH3:2])=[O:15])=[CH:18][CH:19]=1)([O-:25])=[O:24]. The catalyst class is: 448. (4) Reactant: [NH2:1][C:2]1[C:7]([F:8])=[CH:6][N:5]([S:9]([C:12]2[CH:17]=[CH:16][CH:15]=[CH:14][CH:13]=2)(=[O:11])=[O:10])[C:4](=[O:18])[N:3]=1.CCN(CC)CC.[C:26](Cl)(=[O:33])[C:27]1[CH:32]=[CH:31][CH:30]=[CH:29][CH:28]=1. Product: [C:12]1([S:9]([N:5]2[CH:6]=[C:7]([F:8])[C:2]([NH:1][C:26](=[O:33])[C:27]3[CH:32]=[CH:31][CH:30]=[CH:29][CH:28]=3)=[N:3][C:4]2=[O:18])(=[O:10])=[O:11])[CH:17]=[CH:16][CH:15]=[CH:14][CH:13]=1. The catalyst class is: 2. (5) Reactant: [N:1]([CH2:4][C:5]1[O:6][C:7]2[CH:13]=[CH:12][C:11]([Cl:14])=[CH:10][C:8]=2[CH:9]=1)=[N+]=[N-].C1C=CC(P(C2C=CC=CC=2)C2C=CC=CC=2)=CC=1. Product: [Cl:14][C:11]1[CH:12]=[CH:13][C:7]2[O:6][C:5]([CH2:4][NH2:1])=[CH:9][C:8]=2[CH:10]=1. The catalyst class is: 30. (6) Reactant: C([SiH2]OC(C)(C)C1C=C([CH:14]([C:17]2[C:22]([CH:23]([CH3:25])[CH3:24])=[C:21]([O:26][CH2:27][C:28]3[CH:33]=[CH:32][C:31]([O:34][CH3:35])=[CH:30][CH:29]=3)[N:20]=[C:19]([O:36][CH2:37][C:38]3[CH:43]=[CH:42][C:41]([O:44][CH3:45])=[CH:40][CH:39]=3)[N:18]=2)C#N)C=CC=1)(C)(C)C.[H-].[Na+].[OH2:50].[C:51]1([CH3:61])[CH:56]=[CH:55][C:54](S(O)(=O)=O)=[CH:53][CH:52]=1.C[OH:63]. Product: [OH:50][CH2:61][C:51]1[CH:56]=[C:55]([C:14]([C:17]2[C:22]([CH:23]([CH3:24])[CH3:25])=[C:21]([O:26][CH2:27][C:28]3[CH:29]=[CH:30][C:31]([O:34][CH3:35])=[CH:32][CH:33]=3)[N:20]=[C:19]([O:36][CH2:37][C:38]3[CH:39]=[CH:40][C:41]([O:44][CH3:45])=[CH:42][CH:43]=3)[N:18]=2)=[O:63])[CH:54]=[CH:53][CH:52]=1. The catalyst class is: 3. (7) Reactant: [Br:1][C:2]1[C:3]([C:14]2[S:15][C:16]([C:23](OCC)=[O:24])=[C:17]([C:19]([F:22])([F:21])[F:20])[N:18]=2)=[CH:4][C:5]([NH:8][C:9]([NH:11][CH2:12][CH3:13])=[O:10])=[N:6][CH:7]=1.[BH4-].[Li+].O. Product: [Br:1][C:2]1[C:3]([C:14]2[S:15][C:16]([CH2:23][OH:24])=[C:17]([C:19]([F:22])([F:21])[F:20])[N:18]=2)=[CH:4][C:5]([NH:8][C:9]([NH:11][CH2:12][CH3:13])=[O:10])=[N:6][CH:7]=1. The catalyst class is: 7. (8) Reactant: [CH3:1][O:2][C:3](=[O:15])[C:4]1[CH:12]=[C:11]([O:13][CH3:14])[CH:10]=[C:6]([C:7](O)=[O:8])[CH:5]=1.B. Product: [CH3:1][O:2][C:3](=[O:15])[C:4]1[CH:12]=[C:11]([O:13][CH3:14])[CH:10]=[C:6]([CH2:7][OH:8])[CH:5]=1. The catalyst class is: 1.